This data is from Full USPTO retrosynthesis dataset with 1.9M reactions from patents (1976-2016). The task is: Predict the reactants needed to synthesize the given product. (1) Given the product [C:34]([C:33]1[CH:36]=[CH:37][C:30]([NH:29][C:2]2[N:3]=[C:4]([O:11][C:12]3[C:19]([CH3:20])=[CH:18][C:15]([C:16]#[N:17])=[CH:14][C:13]=3[CH3:21])[C:5]3[S:10][CH:9]=[CH:8][C:6]=3[N:7]=2)=[CH:31][CH:32]=1)#[N:35], predict the reactants needed to synthesize it. The reactants are: Cl[C:2]1[N:3]=[C:4]([O:11][C:12]2[C:19]([CH3:20])=[CH:18][C:15]([C:16]#[N:17])=[CH:14][C:13]=2[CH3:21])[C:5]2[S:10][CH:9]=[CH:8][C:6]=2[N:7]=1.C(O)(C(F)(F)F)=O.[NH2:29][C:30]1[CH:37]=[CH:36][C:33]([C:34]#[N:35])=[CH:32][CH:31]=1. (2) Given the product [ClH:29].[ClH:29].[Cl:29][C:17]1[N:16]=[C:15]([NH:14][CH:11]2[CH2:10][CH2:9][NH:8][CH2:13][CH2:12]2)[C:24]2[C:19](=[CH:20][C:21]([O:27][CH3:28])=[C:22]([O:25][CH3:26])[CH:23]=2)[N:18]=1, predict the reactants needed to synthesize it. The reactants are: C(OC([N:8]1[CH2:13][CH2:12][CH:11]([NH:14][C:15]2[C:24]3[C:19](=[CH:20][C:21]([O:27][CH3:28])=[C:22]([O:25][CH3:26])[CH:23]=3)[N:18]=[C:17]([Cl:29])[N:16]=2)[CH2:10][CH2:9]1)=O)(C)(C)C. (3) Given the product [CH2:35]([O:5][C:4](=[O:6])[CH2:3][CH2:2][C:1]([O:8][CH2:22][CH:21]=[CH2:20])=[O:7])[CH:33]=[CH2:34], predict the reactants needed to synthesize it. The reactants are: [C:1]([O-:8])(=[O:7])[CH2:2][CH2:3][C:4]([O-:6])=[O:5].CN(C(ON1N=NC2[CH:20]=[CH:21][CH:22]=NC1=2)=[N+](C)C)C.F[P-](F)(F)(F)(F)F.[CH:33](N(C(C)C)CC)([CH3:35])[CH3:34].N. (4) Given the product [N+:1]([C:4]1[CH:5]=[CH:6][C:7]([CH:10]2[O:15][CH2:14][CH2:13][NH:12][CH2:11]2)=[CH:8][CH:9]=1)([O-:3])=[O:2], predict the reactants needed to synthesize it. The reactants are: [N+:1]([C:4]1[CH:9]=[CH:8][C:7]([CH:10]2[O:15][CH2:14][CH2:13][N:12](S(C3C=CC(C)=CC=3)(=O)=O)[CH2:11]2)=[CH:6][CH:5]=1)([O-:3])=[O:2].C1(O)C=CC=CC=1.Br.CC(O)=O. (5) Given the product [C:10]([NH:14][C:15]([CH:17]1[CH2:22][CH2:21][N:20]([CH2:7][C:4]2[S:5][CH:6]=[C:2]([Br:1])[CH:3]=2)[CH2:19][CH2:18]1)=[O:16])([CH3:13])([CH3:11])[CH3:12], predict the reactants needed to synthesize it. The reactants are: [Br:1][C:2]1[CH:3]=[C:4]([CH:7]=O)[S:5][CH:6]=1.Cl.[C:10]([NH:14][C:15]([CH:17]1[CH2:22][CH2:21][NH:20][CH2:19][CH2:18]1)=[O:16])([CH3:13])([CH3:12])[CH3:11]. (6) The reactants are: [CH3:1][O:2][P:3]([CH:7]([O:12][CH3:13])[C:8]([O:10]C)=[O:9])([O:5][CH3:6])=[O:4].[OH-].[Na+].Cl. Given the product [CH3:1][O:2][P:3]([CH:7]([O:12][CH3:13])[C:8]([OH:10])=[O:9])([O:5][CH3:6])=[O:4], predict the reactants needed to synthesize it. (7) Given the product [ClH:23].[F:19][C:20]1[CH:27]=[CH:26][CH:25]=[CH:24][C:21]=1[CH2:22][S:18][C:9]1[NH:8][C@H:7]([C:1]2[CH:2]=[CH:3][CH:4]=[CH:5][CH:6]=2)[C@H:11]([C:12]2[CH:13]=[CH:14][CH:15]=[CH:16][CH:17]=2)[N:10]=1, predict the reactants needed to synthesize it. The reactants are: [C:1]1([C@H:7]2[C@@H:11]([C:12]3[CH:17]=[CH:16][CH:15]=[CH:14][CH:13]=3)[NH:10][C:9](=[S:18])[NH:8]2)[CH:6]=[CH:5][CH:4]=[CH:3][CH:2]=1.[F:19][C:20]1[CH:27]=[CH:26][CH:25]=[CH:24][C:21]=1[CH2:22][Cl:23]. (8) Given the product [CH:1]([C:4]1[N:5]=[CH:6][C:7]([CH:10]=[CH:11][CH:12]=[CH:15][CH:20]=[O:21])=[CH:8][N:9]=1)([CH3:2])[CH3:3], predict the reactants needed to synthesize it. The reactants are: [CH:1]([C:4]1[N:9]=[CH:8][C:7]([CH:10]=[CH:11][CH:12]=O)=[CH:6][N:5]=1)([CH3:3])[CH3:2].N1C=CC=C[C:15]=1[CH:20]=[O:21]. (9) Given the product [C:1]([O:5][C:6](=[O:20])[NH:7][C:8]1[CH:13]=[C:12]([CH3:14])[C:11]([C:15]([F:18])([F:17])[F:16])=[CH:10][C:9]=1[NH:19][C:26](=[O:25])[CH2:27][C:28](=[O:41])[C:29]1[CH:34]=[CH:33][CH:32]=[C:31]([C:35]2[CH:40]=[N:39][CH:38]=[N:37][CH:36]=2)[CH:30]=1)([CH3:4])([CH3:2])[CH3:3], predict the reactants needed to synthesize it. The reactants are: [C:1]([O:5][C:6](=[O:20])[NH:7][C:8]1[CH:13]=[C:12]([CH3:14])[C:11]([C:15]([F:18])([F:17])[F:16])=[CH:10][C:9]=1[NH2:19])([CH3:4])([CH3:3])[CH3:2].C([O:25][C:26](=O)[CH2:27][C:28](=[O:41])[C:29]1[CH:34]=[CH:33][CH:32]=[C:31]([C:35]2[CH:36]=[N:37][CH:38]=[N:39][CH:40]=2)[CH:30]=1)(C)(C)C.